This data is from Forward reaction prediction with 1.9M reactions from USPTO patents (1976-2016). The task is: Predict the product of the given reaction. (1) Given the reactants [Na].CO.[CH3:4][O:5][C:6](=[O:16])[CH2:7][S:8][CH2:9][CH2:10][CH2:11][C:12](OC)=[O:13], predict the reaction product. The product is: [O:13]=[C:12]1[CH2:11][CH2:10][CH2:9][S:8][CH:7]1[C:6]([O:5][CH3:4])=[O:16]. (2) Given the reactants [Cl:1][C:2]1[CH:3]=[CH:4][C:5]([CH:23]=[O:24])=[C:6]2[C:10]=1[N:9]=[C:8]1[N:11]([C:15]3[CH:20]=[CH:19][C:18]([Br:21])=[CH:17][C:16]=3[CH3:22])[CH2:12][CH2:13][CH2:14][N:7]21.[F:25][C:26]([Si](C)(C)C)([F:28])[F:27].[F-].C([N+](CCCC)(CCCC)CCCC)CCC.Cl, predict the reaction product. The product is: [Br:21][C:18]1[CH:19]=[CH:20][C:15]([N:11]2[C:8]3=[N:9][C:10]4[C:2]([Cl:1])=[CH:3][CH:4]=[C:5]([CH:23]([OH:24])[C:26]([F:28])([F:27])[F:25])[C:6]=4[N:7]3[CH2:14][CH2:13][CH2:12]2)=[C:16]([CH3:22])[CH:17]=1. (3) Given the reactants C([NH:5][S:6]([C:9]1[S:10][C:11]([C:14]2[CH:19]=[CH:18][CH:17]=[C:16]([C:20]3[N:25]=[C:24]([C:26]4[CH:31]=[CH:30][C:29]([Cl:32])=[CH:28][CH:27]=4)[CH:23]=[C:22]([C:33]([F:36])([F:35])[F:34])[N:21]=3)[CH:15]=2)=[CH:12][CH:13]=1)(=[O:8])=[O:7])(C)(C)C.C(O)(C(F)(F)F)=O, predict the reaction product. The product is: [Cl:32][C:29]1[CH:28]=[CH:27][C:26]([C:24]2[CH:23]=[C:22]([C:33]([F:35])([F:36])[F:34])[N:21]=[C:20]([C:16]3[CH:15]=[C:14]([C:11]4[S:10][C:9]([S:6]([NH2:5])(=[O:8])=[O:7])=[CH:13][CH:12]=4)[CH:19]=[CH:18][CH:17]=3)[N:25]=2)=[CH:31][CH:30]=1. (4) Given the reactants Br[C:2]1[Se:3][CH:4]=[CH:5][CH:6]=1.[F:7][C:8]1[C:13]([F:14])=[C:12]([O:15][CH2:16][CH2:17][CH3:18])[CH:11]=[CH:10][C:9]=1[C:19]1[CH:24]=[CH:23][C:22](B(O)O)=[CH:21][CH:20]=1.C(=O)([O-])[O-].[Na+].[Na+], predict the reaction product. The product is: [F:7][C:8]1[C:13]([F:14])=[C:12]([O:15][CH2:16][CH2:17][CH3:18])[CH:11]=[CH:10][C:9]=1[C:19]1[CH:20]=[CH:21][C:22]([C:2]2[Se:3][CH:4]=[CH:5][CH:6]=2)=[CH:23][CH:24]=1. (5) Given the reactants [CH3:1][O:2][C:3](=[O:15])[C:4](=O)[CH:5](Cl)[C:6]1[CH:11]=[CH:10][C:9]([F:12])=[CH:8][CH:7]=1.[CH:16]1([C:19](=[S:21])[NH2:20])[CH2:18][CH2:17]1, predict the reaction product. The product is: [CH3:1][O:2][C:3]([C:4]1[N:20]=[C:19]([CH:16]2[CH2:18][CH2:17]2)[S:21][C:5]=1[C:6]1[CH:11]=[CH:10][C:9]([F:12])=[CH:8][CH:7]=1)=[O:15]. (6) Given the reactants C1N2CCN(CC2)C1.[Cl:9][C:10]1[C:11](Cl)=[N:12][CH:13]=[C:14]([CH:19]=1)[C:15]([O:17]C)=[O:16].[Cl:21][C:22]1[CH:23]=[C:24]([OH:46])[CH:25]=[CH:26][C:27]=1[CH:28]([CH3:45])[C:29]([OH:44])([C:34]1[CH:35]=[C:36]2[C:41](=[CH:42][CH:43]=1)[N:40]=[CH:39][CH:38]=[N:37]2)[C:30]([F:33])([F:32])[F:31].[Li+].[OH-], predict the reaction product. The product is: [Cl:9][C:10]1[C:11]([O:46][C:24]2[CH:25]=[CH:26][C:27]([CH:28]([CH3:45])[C:29]([OH:44])([C:34]3[CH:35]=[C:36]4[C:41](=[CH:42][CH:43]=3)[N:40]=[CH:39][CH:38]=[N:37]4)[C:30]([F:31])([F:32])[F:33])=[C:22]([Cl:21])[CH:23]=2)=[N:12][CH:13]=[C:14]([CH:19]=1)[C:15]([OH:17])=[O:16]. (7) Given the reactants C[O:2][C:3]([C@H:5]1[CH2:9][CH2:8][C@H:7]([NH:10][C:11]2[N:19]=[CH:18][N:17]=[C:16]3[C:12]=2[N:13]=[C:14]([C:22]2[CH:23]=[N:24][C:25]([CH3:28])=[N:26][CH:27]=2)[N:15]3[CH2:20][CH3:21])[CH2:6]1)=[O:4].[Li+].[OH-].Cl, predict the reaction product. The product is: [N:19]1[CH:11]=[C:12]2[C:16]([N:15]=[CH:14][NH:13]2)=[N:17][CH:18]=1.[CH2:20]([N:15]1[C:14]([C:22]2[CH:27]=[N:26][C:25]([CH3:28])=[N:24][CH:23]=2)=[N:13][C:12]2[C:16]1=[N:17][CH:18]=[N:19][C:11]=2[NH:10][C@H:7]1[CH2:8][CH2:9][C@H:5]([C:3]([OH:4])=[O:2])[CH2:6]1)[CH3:21].